The task is: Predict the reaction yield, written as a fraction of the theoretical maximum amount of product (1.0 means a 100% yield; for example, 0.34 means a 34% yield).. This data is from Reaction yield outcomes from USPTO patents with 853,638 reactions. (1) The reactants are Br[C:2]1[CH:7]=[CH:6][C:5]2[C:8]3[CH2:13][CH2:12][N:11]([C:14]([O:16][C:17]([CH3:20])([CH3:19])[CH3:18])=[O:15])[CH2:10][C:9]=3[S:21][C:4]=2[CH:3]=1.[F:22][C:23]1[CH:24]=[CH:25][C:26]([CH2:29][O:30][C:31]2[CH:36]=[CH:35][NH:34][C:33](=[O:37])[CH:32]=2)=[N:27][CH:28]=1. No catalyst specified. The product is [F:22][C:23]1[CH:24]=[CH:25][C:26]([CH2:29][O:30][C:31]2[CH:36]=[CH:35][N:34]([C:2]3[CH:7]=[CH:6][C:5]4[C:8]5[CH2:13][CH2:12][N:11]([C:14]([O:16][C:17]([CH3:20])([CH3:19])[CH3:18])=[O:15])[CH2:10][C:9]=5[S:21][C:4]=4[CH:3]=3)[C:33](=[O:37])[CH:32]=2)=[N:27][CH:28]=1. The yield is 0.720. (2) The reactants are [NH:1]1[CH2:6][CH2:5][O:4][CH2:3][CH2:2]1.F[C:8]1[CH:16]=[CH:15][C:11]([C:12]([NH2:14])=[O:13])=[CH:10][CH:9]=1. The catalyst is O. The product is [N:1]1([C:8]2[CH:16]=[CH:15][C:11]([C:12]([NH2:14])=[O:13])=[CH:10][CH:9]=2)[CH2:6][CH2:5][O:4][CH2:3][CH2:2]1. The yield is 0.940. (3) The yield is 0.870. The reactants are [OH:1][C:2]1[C:7]([N+:8]([O-:10])=[O:9])=[CH:6][CH:5]=[CH:4][N:3]=1.[F:11][C:12]1[CH:17]=[CH:16][C:15](B(O)O)=[CH:14][CH:13]=1.N1C=CC=CC=1.O. The catalyst is O1CCOCC1.C([O-])(=O)C.[Cu+]. The product is [F:11][C:12]1[CH:17]=[CH:16][C:15]([N:3]2[CH:4]=[CH:5][CH:6]=[C:7]([N+:8]([O-:10])=[O:9])[C:2]2=[O:1])=[CH:14][CH:13]=1. (4) The reactants are [CH3:1][N:2]1[C:10]2[C:5](=[N:6][C:7]([C@@H:17]([NH2:19])[CH3:18])=[C:8]([N:11]3[CH2:16][CH2:15][O:14][CH2:13][CH2:12]3)[CH:9]=2)[CH:4]=[CH:3]1.Cl[C:21]1[N:29]=[C:28]([NH2:30])[N:27]=[C:26]2[C:22]=1[N:23]=[CH:24][NH:25]2.CCN(CC)CC. The catalyst is CN(C=O)C. The product is [CH3:1][N:2]1[C:10]2[C:5](=[N:6][C:7]([C@@H:17]([NH:19][C:21]3[N:29]=[C:28]([NH2:30])[N:27]=[C:26]4[C:22]=3[N:23]=[CH:24][NH:25]4)[CH3:18])=[C:8]([N:11]3[CH2:12][CH2:13][O:14][CH2:15][CH2:16]3)[CH:9]=2)[CH:4]=[CH:3]1. The yield is 0.250.